From a dataset of Catalyst prediction with 721,799 reactions and 888 catalyst types from USPTO. Predict which catalyst facilitates the given reaction. (1) Reactant: Cl.[CH3:2][CH:3]([CH2:8][N:9]1[CH2:14][CH2:13][CH2:12][CH2:11][CH2:10]1)[CH2:4][C:5]([OH:7])=[O:6].C(Cl)(=O)C(Cl)=O.C(OC([N:28]1[C:32]([NH2:33])=[CH:31][C:30]([C:34]2[CH:35]=[N:36][C:37]3[C:42]([CH:43]=2)=[CH:41][CH:40]=[CH:39][CH:38]=3)=[N:29]1)=O)(C)(C)C.C(O)(C(F)(F)F)=O. Product: [CH:5]([OH:7])=[O:6].[CH3:2][CH:3]([CH2:8][N:9]1[CH2:14][CH2:13][CH2:12][CH2:11][CH2:10]1)[CH2:4][C:5]([NH:33][C:32]1[NH:28][N:29]=[C:30]([C:34]2[CH:35]=[N:36][C:37]3[C:42]([CH:43]=2)=[CH:41][CH:40]=[CH:39][CH:38]=3)[CH:31]=1)=[O:7]. The catalyst class is: 705. (2) Reactant: [Br:1][C:2]1[C:3]([F:12])=[C:4]2[C:10]([NH2:11])=[CH:9][NH:8][C:5]2=[N:6][CH:7]=1.[CH3:13][C:14]1[S:15][CH:16]=[C:17]([C:19](O)=[O:20])[N:18]=1.C(N(CC)CC)C.C1N(P(Cl)(N2C(=O)OCC2)=O)C(=O)OC1. Product: [Br:1][C:2]1[C:3]([F:12])=[C:4]2[C:10]([NH:11][C:19]([C:17]3[N:18]=[C:14]([CH3:13])[S:15][CH:16]=3)=[O:20])=[CH:9][NH:8][C:5]2=[N:6][CH:7]=1. The catalyst class is: 2. (3) Reactant: Br[C:2]1[CH:7]=[CH:6][CH:5]=[CH:4][N:3]=1.C([Li])CCC.[F:13][C:14]([F:32])([F:31])[C:15]1[CH:16]=[C:17]([C:21]2([C:29]#N)[CH2:24][C:23]3([O:28][CH2:27][CH2:26][O:25]3)[CH2:22]2)[CH:18]=[N:19][CH:20]=1.Cl.[OH-:34].[Na+]. Product: [N:3]1[CH:4]=[CH:5][CH:6]=[CH:7][C:2]=1[C:29]([C:21]1([C:17]2[CH:18]=[N:19][CH:20]=[C:15]([C:14]([F:32])([F:31])[F:13])[CH:16]=2)[CH2:24][C:23]2([O:28][CH2:27][CH2:26][O:25]2)[CH2:22]1)=[O:34]. The catalyst class is: 27. (4) Reactant: [Cl:1][C:2]1[N:11]=[C:10](Cl)[C:9]2[C:4](=[CH:5][CH:6]=[CH:7][CH:8]=2)[N:3]=1.C(N(CC)C(C)C)(C)C.[C:22]1([CH:28]([C:31]2[N:36]=[CH:35][CH:34]=[CH:33][N:32]=2)[CH2:29][NH2:30])[CH:27]=[CH:26][CH:25]=[CH:24][CH:23]=1. Product: [Cl:1][C:2]1[N:11]=[C:10]([NH:30][CH2:29][CH:28]([C:22]2[CH:27]=[CH:26][CH:25]=[CH:24][CH:23]=2)[C:31]2[N:32]=[CH:33][CH:34]=[CH:35][N:36]=2)[C:9]2[C:4](=[CH:5][CH:6]=[CH:7][CH:8]=2)[N:3]=1. The catalyst class is: 20. (5) Reactant: [Si]([O:8][CH2:9][C:10](=[O:40])[CH2:11][O:12][C:13]1[CH:18]=[C:17]([Cl:19])[C:16]([C:20]2[N:24]=[C:23]([C:25]3[N:26]=[C:27]4[C:32]([Cl:33])=[CH:31][C:30]([C:34]([F:37])([F:36])[F:35])=[CH:29][N:28]4[CH:38]=3)[O:22][N:21]=2)=[CH:15][C:14]=1[Cl:39])(C(C)(C)C)(C)C. Product: [Cl:39][C:14]1[CH:15]=[C:16]([C:20]2[N:24]=[C:23]([C:25]3[N:26]=[C:27]4[C:32]([Cl:33])=[CH:31][C:30]([C:34]([F:35])([F:36])[F:37])=[CH:29][N:28]4[CH:38]=3)[O:22][N:21]=2)[C:17]([Cl:19])=[CH:18][C:13]=1[O:12][CH2:11][C:10](=[O:40])[CH2:9][OH:8]. The catalyst class is: 484. (6) Reactant: [F:1][C:2]1[CH:10]=[CH:9][CH:8]=[C:7]2[C:3]=1[C:4]([C:11]([OH:13])=O)=[CH:5][NH:6]2.Cl.[NH2:15][C@H:16]1[CH2:21][CH2:20][CH2:19][CH2:18][C@@H:17]1[OH:22].F[P-](F)(F)(F)(F)F.N1(O[P+](N(C)C)(N(C)C)N(C)C)C2C=CC=CC=2N=N1.C(N(CC)CC)C. Product: [F:1][C:2]1[CH:10]=[CH:9][CH:8]=[C:7]2[C:3]=1[C:4]([C:11]([NH:15][C@H:16]1[CH2:21][CH2:20][CH2:19][CH2:18][C@@H:17]1[OH:22])=[O:13])=[CH:5][NH:6]2. The catalyst class is: 4. (7) Reactant: [CH2:1]([O:3][C:4](=[O:25])[CH2:5][CH:6]1[O:10][B:9]([OH:11])[C:8]2[CH:12]=[C:13]([O:17][C:18]3[CH:23]=[CH:22][N:21]=[C:20](Cl)[N:19]=3)[CH:14]=[C:15]([CH3:16])[C:7]1=2)[CH3:2].[C:26]([O:30][C:31](=[O:37])[NH:32][CH2:33][CH2:34][CH2:35][OH:36])([CH3:29])([CH3:28])[CH3:27].[H-].[Na+].[NH4+].[Cl-].Cl. Product: [CH2:1]([O:3][C:4](=[O:25])[CH2:5][CH:6]1[O:10][B:9]([OH:11])[C:8]2[CH:12]=[C:13]([O:17][C:18]3[CH:23]=[CH:22][N:21]=[C:20]([O:36][CH2:35][CH2:34][CH2:33][NH:32][C:31]([O:30][C:26]([CH3:29])([CH3:28])[CH3:27])=[O:37])[N:19]=3)[CH:14]=[C:15]([CH3:16])[C:7]1=2)[CH3:2]. The catalyst class is: 3. (8) Product: [C:31]([NH:1][C:2]1[CH:3]=[C:4]([CH:22]=[CH:23][N:24]=1)[C:5]([NH:7][CH:8]([C:10]1[CH:11]=[N:12][C:13]([O:16][CH2:17][C:18]([F:21])([F:19])[F:20])=[CH:14][CH:15]=1)[CH3:9])=[O:6])(=[O:35])[CH:32]([CH3:34])[CH3:33]. The catalyst class is: 80. Reactant: [NH2:1][C:2]1[CH:3]=[C:4]([CH:22]=[CH:23][N:24]=1)[C:5]([NH:7][CH:8]([C:10]1[CH:11]=[N:12][C:13]([O:16][CH2:17][C:18]([F:21])([F:20])[F:19])=[CH:14][CH:15]=1)[CH3:9])=[O:6].N1C=CC=CC=1.[C:31](Cl)(=[O:35])[CH:32]([CH3:34])[CH3:33]. (9) Reactant: [NH2:1][CH2:2][C@H:3]1[CH2:8][CH2:7][C@H:6]([NH:9][C:10]2[S:11][C:12]3[CH2:19][CH2:18][CH2:17][C:16]4[CH:20]=[CH:21][C:22]([F:24])=[CH:23][C:15]=4[C:13]=3[N:14]=2)[CH2:5][CH2:4]1.[C:25](Cl)(=[O:27])[CH3:26].O. Product: [F:24][C:22]1[CH:21]=[CH:20][C:16]2[CH2:17][CH2:18][CH2:19][C:12]3[S:11][C:10]([NH:9][CH:6]4[CH2:7][CH2:8][CH:3]([CH2:2][NH:1][C:25](=[O:27])[CH3:26])[CH2:4][CH2:5]4)=[N:14][C:13]=3[C:15]=2[CH:23]=1. The catalyst class is: 17.